Dataset: Peptide-MHC class I binding affinity with 185,985 pairs from IEDB/IMGT. Task: Regression. Given a peptide amino acid sequence and an MHC pseudo amino acid sequence, predict their binding affinity value. This is MHC class I binding data. The peptide sequence is KTYQPQTPI. The MHC is H-2-Kb with pseudo-sequence H-2-Kb. The binding affinity (normalized) is 0.119.